The task is: Predict which catalyst facilitates the given reaction.. This data is from Catalyst prediction with 721,799 reactions and 888 catalyst types from USPTO. Product: [F:31][C:25]1[CH:26]=[C:27]([F:30])[CH:28]=[CH:29][C:24]=1[NH:23][C:20]1[O:19][C:18]([CH2:17][CH2:16][C:15]([NH:14][CH:11]2[CH2:12][CH2:13][NH:8][CH2:9][CH2:10]2)=[O:32])=[N:22][N:21]=1. The catalyst class is: 29. Reactant: C([N:8]1[CH2:13][CH2:12][CH:11]([NH:14][C:15](=[O:32])[CH2:16][CH2:17][C:18]2[O:19][C:20]([NH:23][C:24]3[CH:29]=[CH:28][C:27]([F:30])=[CH:26][C:25]=3[F:31])=[N:21][N:22]=2)[CH2:10][CH2:9]1)C1C=CC=CC=1.